Dataset: Full USPTO retrosynthesis dataset with 1.9M reactions from patents (1976-2016). Task: Predict the reactants needed to synthesize the given product. Given the product [CH2:31]([O:30][C:28]([N:23]1[CH2:24][CH2:25][CH2:26][CH2:27][CH:19]([NH:40][C:13]([N:7]2[CH2:6][CH2:5][C@@H:4]3[C@H:8]2[C:2](=[O:1])[N:3]3[S:9]([OH:12])(=[O:11])=[O:10])=[O:16])[CH2:20][CH2:21][CH2:22]1)=[O:29])[C:32]1[CH:37]=[CH:36][CH:35]=[CH:34][CH:33]=1, predict the reactants needed to synthesize it. The reactants are: [O:1]=[C:2]1[C@@H:8]2[C@@H:4]([CH2:5][CH2:6][NH:7]2)[N:3]1[S:9]([OH:12])(=[O:11])=[O:10].[C:13](=[O:16])(O)[O-].[Na+].O=[C:19]1[CH2:27][CH2:26][CH2:25][CH2:24][N:23]([C:28]([O:30][CH2:31][C:32]2[CH:37]=[CH:36][CH:35]=[CH:34][CH:33]=2)=[O:29])[CH2:22][CH2:21][CH2:20]1.C(#[N:40])C.